Task: Predict the reaction yield, written as a fraction of the theoretical maximum amount of product (1.0 means a 100% yield; for example, 0.34 means a 34% yield).. Dataset: Reaction yield outcomes from USPTO patents with 853,638 reactions (1) The reactants are N[C:2]1[N:3]([C:13]2[C:22]3[C:17](=[CH:18][CH:19]=[CH:20][CH:21]=3)[C:16]([CH:23]3[CH2:25][CH2:24]3)=[CH:15][CH:14]=2)[C:4]([S:7][CH2:8][CH2:9][C:10]([O-:12])=[O:11])=[N:5][N:6]=1.N([O-])=O.[Na+].Cl[CH:31](Cl)[C:32](O)=O.O.C(Br)(Br)[Br:38]. The catalyst is [Br-].C([N+](CC)(CC)CC)C1C=CC=CC=1.ClCCl. The product is [Br:38][C:2]1[N:3]([C:13]2[C:22]3[C:17](=[CH:18][CH:19]=[CH:20][CH:21]=3)[C:16]([CH:23]3[CH2:24][CH2:25]3)=[CH:15][CH:14]=2)[C:4]([S:7][CH2:8][CH2:9][C:10]([O:12][CH2:31][CH3:32])=[O:11])=[N:5][N:6]=1. The yield is 0.476. (2) The reactants are [C:1](=[O:19])([O:17][CH3:18])[O:2][C:3]1[C:8]([N+:9]([O-])=O)=[CH:7][C:6]([F:12])=[CH:5][C:4]=1[C:13]([CH3:16])([CH3:15])[CH3:14].C([O-])=O.[NH4+]. The catalyst is CCO.[Pd]. The product is [C:1](=[O:19])([O:17][CH3:18])[O:2][C:3]1[C:8]([NH2:9])=[CH:7][C:6]([F:12])=[CH:5][C:4]=1[C:13]([CH3:14])([CH3:15])[CH3:16]. The yield is 0.270. (3) The reactants are Cl[C:2](=[CH2:5])[C:3]#[N:4].[CH2:6]([O:13][N:14]1[C:20](=[O:21])[N:19]2[CH2:22][C@H:15]1[CH2:16][CH2:17][C@H:18]2[C:23](Cl)=[N:24][OH:25])[C:7]1[CH:12]=[CH:11][CH:10]=[CH:9][CH:8]=1. The catalyst is C(Cl)Cl. The product is [CH2:6]([O:13][N:14]1[C:20](=[O:21])[N:19]2[CH2:22][C@H:15]1[CH2:16][CH2:17][C@H:18]2[C:23]1[CH:5]=[C:2]([C:3]#[N:4])[O:25][N:24]=1)[C:7]1[CH:12]=[CH:11][CH:10]=[CH:9][CH:8]=1. The yield is 0.160. (4) The reactants are [CH2:1]([O:8][CH2:9][CH:10]=[CH2:11])[C:2]1[CH:7]=[CH:6][CH:5]=[CH:4][CH:3]=1.Cl[C:13](Cl)(Cl)[C:14](Cl)=[O:15].P(Cl)(Cl)(Cl)=O. The catalyst is C(O)(=O)C.C(OCC)C.O.C([O-])(=O)C.[Cu+2].C([O-])(=O)C.[Zn]. The product is [CH2:1]([O:8][CH2:9][CH:10]1[CH2:13][C:14](=[O:15])[CH2:11]1)[C:2]1[CH:7]=[CH:6][CH:5]=[CH:4][CH:3]=1. The yield is 0.290. (5) The reactants are Br[CH:2]([CH3:16])[C:3]([C:5]1[CH:10]=[C:9]([O:11][CH3:12])[C:8]([Br:13])=[C:7]([O:14][CH3:15])[CH:6]=1)=O.CCOC(C)=O.C([O-])(O)=O.[Na+].[CH:28]([NH2:30])=[O:29]. No catalyst specified. The product is [Br:13][C:8]1[C:9]([O:11][CH3:12])=[CH:10][C:5]([C:3]2[N:30]=[CH:28][O:29][C:2]=2[CH3:16])=[CH:6][C:7]=1[O:14][CH3:15]. The yield is 0.550. (6) The reactants are [CH3:1][O:2][C:3]1[CH:8]=[CH:7][C:6]([CH:9]([C:13]2[CH:18]=[CH:17][C:16]([O:19][CH3:20])=[CH:15][CH:14]=2)[CH2:10][C:11]#[N:12])=[CH:5][CH:4]=1.[H-].[H-].[H-].[H-].[Li+].[Al+3].C(=O)(O)[O-].[Na+].S([O-])([O-])(=O)=O.[Mg+2]. The catalyst is C1COCC1.ClCCl.CO. The product is [CH3:20][O:19][C:16]1[CH:15]=[CH:14][C:13]([CH:9]([C:6]2[CH:5]=[CH:4][C:3]([O:2][CH3:1])=[CH:8][CH:7]=2)[CH2:10][CH2:11][NH2:12])=[CH:18][CH:17]=1. The yield is 0.293. (7) The reactants are [CH3:1][C@@H:2]([S:5]([C:8]([CH3:13])([CH3:12])[C:9]([OH:11])=O)(=[O:7])=[O:6])[CH2:3][CH3:4].C(Cl)(=O)C(Cl)=O.C(N(CC)C(C)C)(C)C.[CH3:29][O:30][C:31]1[CH:36]=[CH:35][C:34]([C:37]2[NH:38][C:39]([NH2:42])=[N:40][N:41]=2)=[CH:33][CH:32]=1. The catalyst is CN(C=O)C.C(Cl)Cl.C1COCC1. The product is [CH3:1][C@@H:2]([S:5]([C:8]([CH3:13])([CH3:12])[C:9]([NH:42][C:39]1[NH:38][C:37]([C:34]2[CH:35]=[CH:36][C:31]([O:30][CH3:29])=[CH:32][CH:33]=2)=[N:41][N:40]=1)=[O:11])(=[O:6])=[O:7])[CH2:3][CH3:4]. The yield is 0.130. (8) The reactants are P(Cl)(Cl)(Cl)=O.[N:6]1[CH:11]=[CH:10][CH:9]=[CH:8][C:7]=1[CH2:12][NH:13][C:14]([C:16]1[CH:21]=[CH:20][N:19]=[CH:18][CH:17]=1)=O. The catalyst is C1(C)C=CC=CC=1. The product is [N:19]1[CH:20]=[CH:21][C:16]([C:14]2[N:6]3[CH:11]=[CH:10][CH:9]=[CH:8][C:7]3=[CH:12][N:13]=2)=[CH:17][CH:18]=1. The yield is 0.810.